Task: Predict the product of the given reaction.. Dataset: Forward reaction prediction with 1.9M reactions from USPTO patents (1976-2016) (1) Given the reactants [CH3:1][O:2][C:3]1[CH:8]=[CH:7][C:6]([NH:9][C:10](=O)[C:11]2[CH:16]=[CH:15][N:14]=[CH:13][CH:12]=2)=[CH:5][CH:4]=1.P(Cl)(Cl)(Cl)(Cl)Cl.CO[CH:26](OC)[CH2:27][NH2:28].C(O)(C)C, predict the reaction product. The product is: [CH3:1][O:2][C:3]1[CH:8]=[CH:7][C:6]([N:9]2[CH:26]=[CH:27][N:28]=[C:10]2[C:11]2[CH:16]=[CH:15][N:14]=[CH:13][CH:12]=2)=[CH:5][CH:4]=1. (2) Given the reactants Cl[C:2]1[N:7]=[C:6]([N:8]2[CH2:13][CH2:12][O:11][CH2:10][CH2:9]2)[N:5]=[C:4]([N:14]2[C:18]3[CH:19]=[CH:20][CH:21]=[CH:22][C:17]=3[N:16]=[C:15]2[CH:23]([F:25])[F:24])[N:3]=1.[CH2:26]([NH2:33])[C:27]1[CH:32]=[CH:31][CH:30]=[CH:29][CH:28]=1, predict the reaction product. The product is: [CH2:26]([NH:33][C:2]1[N:3]=[C:4]([N:14]2[C:18]3[CH:19]=[CH:20][CH:21]=[CH:22][C:17]=3[N:16]=[C:15]2[CH:23]([F:24])[F:25])[N:5]=[C:6]([N:8]2[CH2:13][CH2:12][O:11][CH2:10][CH2:9]2)[N:7]=1)[C:27]1[CH:32]=[CH:31][CH:30]=[CH:29][CH:28]=1. (3) The product is: [N:18]([CH2:10][C:9]([N:8]([CH2:1][C:2]1[CH:7]=[CH:6][CH:5]=[CH:4][CH:3]=1)[C@H:13]([CH:15]1[CH2:17][CH2:16]1)[CH3:14])=[O:12])=[N+:19]=[N-:20]. Given the reactants [CH2:1]([N:8]([C@H:13]([CH:15]1[CH2:17][CH2:16]1)[CH3:14])[C:9](=[O:12])[CH2:10]Br)[C:2]1[CH:7]=[CH:6][CH:5]=[CH:4][CH:3]=1.[N-:18]=[N+:19]=[N-:20].[Na+], predict the reaction product. (4) Given the reactants [Cl:1][C:2]1[CH:3]=[CH:4][C:5]2[N:11]3[CH:12]=[CH:13][CH:14]=[C:10]3[C@@H:9]([CH2:15][CH:16]([OH:21])[CH2:17][C:18](O)=[O:19])[O:8][C@H:7]([C:22]3[CH:27]=[CH:26][CH:25]=[C:24]([O:28][CH3:29])[C:23]=3[O:30][CH3:31])[C:6]=2[CH:32]=1.Cl.[O:34]=[C:35]([N:41]1[CH2:46][CH2:45][NH:44][CH2:43][CH2:42]1)[C:36]([O:38][CH2:39][CH3:40])=[O:37].C(N(CC)CC)C.P(C#N)(OCC)(OCC)=O, predict the reaction product. The product is: [Cl:1][C:2]1[CH:3]=[CH:4][C:5]2[N:11]3[CH:12]=[CH:13][CH:14]=[C:10]3[C@@H:9]([CH2:15][CH:16]([OH:21])[CH2:17][C:18]([N:44]3[CH2:43][CH2:42][N:41]([C:35](=[O:34])[C:36]([O:38][CH2:39][CH3:40])=[O:37])[CH2:46][CH2:45]3)=[O:19])[O:8][C@H:7]([C:22]3[CH:27]=[CH:26][CH:25]=[C:24]([O:28][CH3:29])[C:23]=3[O:30][CH3:31])[C:6]=2[CH:32]=1. (5) Given the reactants [CH2:1]([O:8][C:9]1[C:10]([C:28](O)=[O:29])=[N:11][C:12]([CH2:16][C:17]2([C:22]3[CH:27]=[CH:26][CH:25]=[CH:24][CH:23]=3)[CH2:21][CH2:20][CH2:19][CH2:18]2)=[N:13][C:14]=1[OH:15])[C:2]1[CH:7]=[CH:6][CH:5]=[CH:4][CH:3]=1.[Si:31]([O:38][CH2:39][CH2:40][NH:41][CH:42]1[CH2:46][CH2:45][CH2:44]C1)([C:34]([CH3:37])([CH3:36])[CH3:35])([CH3:33])[CH3:32].C(N(CC)C(C)C)(C)C.CN(C(ON1N=NC2C=CC=NC1=2)=[N+](C)C)C.F[P-](F)(F)(F)(F)F, predict the reaction product. The product is: [Si:31]([O:38][CH2:39][CH2:40][N:41]([CH:42]1[CH2:46][CH2:45][CH2:44]1)[C:28]([C:10]1[C:9]([O:8][CH2:1][C:2]2[CH:7]=[CH:6][CH:5]=[CH:4][CH:3]=2)=[C:14]([OH:15])[N:13]=[C:12]([CH2:16][C:17]2([C:22]3[CH:23]=[CH:24][CH:25]=[CH:26][CH:27]=3)[CH2:21][CH2:20][CH2:19][CH2:18]2)[N:11]=1)=[O:29])([C:34]([CH3:35])([CH3:36])[CH3:37])([CH3:32])[CH3:33]. (6) Given the reactants [NH2:1][C:2]1[C:3]([CH3:13])=[C:4]([CH:9]=[C:10]([Br:12])[CH:11]=1)[C:5]([O:7][CH3:8])=[O:6].[CH3:14][C:15]([CH3:17])=O.C(O)(=O)C.[BH3-]C#N.[Na+], predict the reaction product. The product is: [Br:12][C:10]1[CH:11]=[C:2]([NH:1][CH:15]([CH3:17])[CH3:14])[C:3]([CH3:13])=[C:4]([CH:9]=1)[C:5]([O:7][CH3:8])=[O:6]. (7) Given the reactants [CH3:1][O:2][C:3]1[CH:12]=[C:11]2[C:6]([C:7]([CH3:27])=[CH:8][C:9](=[O:26])[N:10]2[CH2:13][CH2:14][N:15]2[CH2:20][CH2:19][NH:18][CH2:17][CH:16]2[C:21]([O:23][CH2:24][CH3:25])=[O:22])=[CH:5][CH:4]=1.[O:28]1[C:33]2[CH:34]=[CH:35][C:36]([CH2:38][CH:39]=O)=[CH:37][C:32]=2[O:31][CH2:30][CH2:29]1.C(O[BH-](OC(=O)C)OC(=O)C)(=O)C.[Na+].Cl, predict the reaction product. The product is: [O:28]1[C:33]2[CH:34]=[CH:35][C:36]([CH2:38][CH2:39][N:18]3[CH2:19][CH2:20][N:15]([CH2:14][CH2:13][N:10]4[C:11]5[C:6](=[CH:5][CH:4]=[C:3]([O:2][CH3:1])[CH:12]=5)[C:7]([CH3:27])=[CH:8][C:9]4=[O:26])[CH:16]([C:21]([O:23][CH2:24][CH3:25])=[O:22])[CH2:17]3)=[CH:37][C:32]=2[O:31][CH2:30][CH2:29]1.